From a dataset of Forward reaction prediction with 1.9M reactions from USPTO patents (1976-2016). Predict the product of the given reaction. (1) Given the reactants [OH:1][C:2]1[CH:15]=[CH:14][C:5]([O:6][CH:7]([CH2:12][CH3:13])[C:8]([NH:10][CH3:11])=[O:9])=[CH:4][CH:3]=1.[F:16][C:17]1[CH:24]=[CH:23][CH:22]=[CH:21][C:18]=1[CH2:19]Br.C(=O)([O-])[O-].[K+].[K+], predict the reaction product. The product is: [F:16][C:17]1[CH:24]=[CH:23][CH:22]=[CH:21][C:18]=1[CH2:19][O:1][C:2]1[CH:3]=[CH:4][C:5]([O:6][CH:7]([CH2:12][CH3:13])[C:8]([NH:10][CH3:11])=[O:9])=[CH:14][CH:15]=1. (2) Given the reactants C(OC([NH:8][C@@H:9]([CH2:35][C:36]1[CH:45]=[CH:44][C:39]2[O:40][CH2:41][CH2:42][O:43][C:38]=2[CH:37]=1)[CH2:10][N:11]([C:19]1[S:20][C:21]([C:24]2[CH:25]=[C:26]3[C:31](=[CH:32][CH:33]=2)[CH:30]=[N:29][C:28]([F:34])=[CH:27]3)=[CH:22][N:23]=1)C(=O)OC(C)(C)C)=O)(C)(C)C.C(O)(C(F)(F)F)=O, predict the reaction product. The product is: [NH2:8][C@@H:9]([CH2:35][C:36]1[CH:45]=[CH:44][C:39]2[O:40][CH2:41][CH2:42][O:43][C:38]=2[CH:37]=1)[CH2:10][NH:11][C:19]1[S:20][C:21]([C:24]2[CH:25]=[C:26]3[C:31](=[CH:32][CH:33]=2)[CH:30]=[N:29][C:28]([F:34])=[CH:27]3)=[CH:22][N:23]=1. (3) Given the reactants [NH2:1][C:2]1[C:3]([C:7]([NH:9][CH2:10][CH:11]([CH3:13])[CH3:12])=[NH:8])=[N:4][O:5][N:6]=1.Br[CH2:15][C:16](=O)[C:17]([O:19][CH2:20][CH3:21])=[O:18].C(=O)(O)[O-].[Na+], predict the reaction product. The product is: [NH2:1][C:2]1[C:3]([C:7]2[N:9]([CH2:10][CH:11]([CH3:13])[CH3:12])[CH:15]=[C:16]([C:17]([O:19][CH2:20][CH3:21])=[O:18])[N:8]=2)=[N:4][O:5][N:6]=1. (4) Given the reactants [F:1][C:2]([F:25])([F:24])[C:3]1[CH:8]=[CH:7][C:6]([S:9]([N:12]2[CH2:17][CH2:16][O:15][C:14]3[N:18]=[CH:19][C:20]([C:22]#[N:23])=[CH:21][C:13]2=3)(=[O:11])=[O:10])=[CH:5][CH:4]=1.Cl.[NH2:27][OH:28].C(=O)([O-])[O-].[Na+].[Na+], predict the reaction product. The product is: [OH:28][NH:27][C:22]([C:20]1[CH:19]=[N:18][C:14]2[O:15][CH2:16][CH2:17][N:12]([S:9]([C:6]3[CH:7]=[CH:8][C:3]([C:2]([F:25])([F:24])[F:1])=[CH:4][CH:5]=3)(=[O:11])=[O:10])[C:13]=2[CH:21]=1)=[NH:23]. (5) The product is: [OH:11][C:8]([C:5]1[N:6]=[CH:7][C:2]([N:25]2[CH2:24][C@@:23]3([CH2:29][CH2:30][CH2:31][C@@:21]([CH2:32][N:33]4[C:37]5[CH:38]=[C:39]([C:42]#[N:43])[CH:40]=[CH:41][C:36]=5[N:35]=[CH:34]4)([CH3:20])[CH2:22]3)[O:27][C:26]2=[O:28])=[N:3][CH:4]=1)([CH3:10])[CH3:9]. Given the reactants Cl[C:2]1[N:3]=[CH:4][C:5]([C:8]([OH:11])([CH3:10])[CH3:9])=[N:6][CH:7]=1.[O-]P([O-])([O-])=O.[K+].[K+].[K+].[CH3:20][C@:21]1([CH2:32][N:33]2[C:37]3[CH:38]=[C:39]([C:42]#[N:43])[CH:40]=[CH:41][C:36]=3[N:35]=[CH:34]2)[CH2:31][CH2:30][CH2:29][C@:23]2([O:27][C:26](=[O:28])[NH:25][CH2:24]2)[CH2:22]1.CNCCNC, predict the reaction product. (6) Given the reactants [CH2:1]([N:3]([C:20]1[C:35]2[CH2:34][CH:33]=[CH:32][CH2:31][CH2:30][C:29]3[CH:36]=[C:37]([CH3:42])[N:38]=[C:39]([O:40]C)[C:28]=3[CH2:27][NH:26][C:25](=[O:43])[C:24]=2[CH:23]=[CH:22][CH:21]=1)[CH:4]1[CH2:19][CH2:18][C:7]2([CH2:10][N:9](C(OC(C)(C)C)=O)[CH2:8]2)[CH2:6][CH2:5]1)[CH3:2].Cl, predict the reaction product. The product is: [CH2:1]([N:3]([CH:4]1[CH2:19][CH2:18][C:7]2([CH2:8][NH:9][CH2:10]2)[CH2:6][CH2:5]1)[C:20]1[C:35]2[CH2:34][CH:33]=[CH:32][CH2:31][CH2:30][C:29]3[CH:36]=[C:37]([CH3:42])[NH:38][C:39](=[O:40])[C:28]=3[CH2:27][NH:26][C:25](=[O:43])[C:24]=2[CH:23]=[CH:22][CH:21]=1)[CH3:2]. (7) Given the reactants [CH2:1]1[C:4]2([CH2:7][N:6]([CH:8]3[CH2:13][CH2:12][CH:11]([OH:14])[CH2:10][CH2:9]3)[CH2:5]2)[CH2:3][O:2]1.[H-].[Na+].[Si:17]([O:24][CH2:25][C@H:26]1[CH2:37][CH2:36][C:35]2[S:34][C:33]3[C:28](=[C:29](Cl)[N:30]=[CH:31][N:32]=3)[C:27]1=2)([C:20]([CH3:23])([CH3:22])[CH3:21])([CH3:19])[CH3:18], predict the reaction product. The product is: [Si:17]([O:24][CH2:25][C@H:26]1[CH2:37][CH2:36][C:35]2[S:34][C:33]3[C:28](=[C:29]([O:14][CH:11]4[CH2:10][CH2:9][CH:8]([N:6]5[CH2:7][C:4]6([CH2:1][O:2][CH2:3]6)[CH2:5]5)[CH2:13][CH2:12]4)[N:30]=[CH:31][N:32]=3)[C:27]1=2)([C:20]([CH3:23])([CH3:21])[CH3:22])([CH3:19])[CH3:18]. (8) Given the reactants Br[C:2]1[CH:3]=[C:4]([CH:9]([CH3:26])[C:10]([NH:12][C:13]2[CH:18]=[CH:17][C:16]([C:19]3[CH:24]=[CH:23][N:22]=[C:21]([CH3:25])[CH:20]=3)=[CH:15][CH:14]=2)=[O:11])[CH:5]=[C:6]([Cl:8])[CH:7]=1.[CH:27]1([N:30]2[CH:34]=[C:33](B3OC(C)(C)C(C)(C)O3)[CH:32]=[N:31]2)[CH2:29][CH2:28]1.C(=O)([O-])[O-].[Na+].[Na+], predict the reaction product. The product is: [Cl:8][C:6]1[CH:5]=[C:4]([CH:9]([CH3:26])[C:10]([NH:12][C:13]2[CH:18]=[CH:17][C:16]([C:19]3[CH:24]=[CH:23][N:22]=[C:21]([CH3:25])[CH:20]=3)=[CH:15][CH:14]=2)=[O:11])[CH:3]=[C:2]([C:33]2[CH:32]=[N:31][N:30]([CH:27]3[CH2:29][CH2:28]3)[CH:34]=2)[CH:7]=1. (9) Given the reactants Br[C:2]1([CH2:10][C:11]([O:13][Si:14]([C:27]([CH3:30])([CH3:29])[CH3:28])([C:21]2[CH:26]=[CH:25][CH:24]=[CH:23][CH:22]=2)[C:15]2[CH:20]=[CH:19][CH:18]=[CH:17][CH:16]=2)=[O:12])[C:6](=[O:7])[O:5][C:4]([CH3:9])([CH3:8])[O:3]1.N12CCCN=C1CCCCC2, predict the reaction product. The product is: [CH3:8][C:4]1([CH3:9])[O:5][C:6](=[O:7])/[C:2](=[CH:10]/[C:11]([O:13][Si:14]([C:27]([CH3:30])([CH3:29])[CH3:28])([C:21]2[CH:26]=[CH:25][CH:24]=[CH:23][CH:22]=2)[C:15]2[CH:20]=[CH:19][CH:18]=[CH:17][CH:16]=2)=[O:12])/[O:3]1.